This data is from Peptide-MHC class II binding affinity with 134,281 pairs from IEDB. The task is: Regression. Given a peptide amino acid sequence and an MHC pseudo amino acid sequence, predict their binding affinity value. This is MHC class II binding data. (1) The peptide sequence is SNSHSLKDKSDESLD. The MHC is DRB1_0101 with pseudo-sequence DRB1_0101. The binding affinity (normalized) is 0.198. (2) The peptide sequence is KKTFDHTLMSIVSSL. The MHC is DRB1_0701 with pseudo-sequence DRB1_0701. The binding affinity (normalized) is 0.781. (3) The peptide sequence is GELQIVDKIDCAFKI. The MHC is DRB4_0101 with pseudo-sequence DRB4_0103. The binding affinity (normalized) is 0.806. (4) The peptide sequence is FHKRDMRLLSLAVSS. The MHC is HLA-DQA10201-DQB10301 with pseudo-sequence HLA-DQA10201-DQB10301. The binding affinity (normalized) is 0.399. (5) The peptide sequence is QLSALWARFPLPVIP. The MHC is HLA-DPA10201-DPB10101 with pseudo-sequence HLA-DPA10201-DPB10101. The binding affinity (normalized) is 0.518.